From a dataset of Full USPTO retrosynthesis dataset with 1.9M reactions from patents (1976-2016). Predict the reactants needed to synthesize the given product. (1) Given the product [OH:3][CH2:4][C:5]1[CH:11]=[C:10]([C@@H:12]([OH:41])[CH2:13][NH:14][CH2:15][CH2:16][CH2:17][CH2:18][CH2:19][CH2:20][O:21][CH2:22][CH2:23][CH2:24][CH2:25][C:26]2[CH:27]=[CH:28][CH:29]=[CH:30][CH:31]=2)[CH:9]=[CH:8][C:6]=1[OH:7], predict the reactants needed to synthesize it. The reactants are: CC1(C)[O:7][C:6]2[CH:8]=[CH:9][C:10]([C@@H:12]([OH:41])[CH2:13][N:14]([C@@H](C3C=CC=CC=3)CO)[CH2:15][CH2:16][CH2:17][CH2:18][CH2:19][CH2:20][O:21][CH2:22][CH2:23][CH2:24][CH2:25][C:26]3[CH:31]=[CH:30][CH:29]=[CH:28][CH:27]=3)=[CH:11][C:5]=2[CH2:4][O:3]1.O. (2) Given the product [ClH:15].[NH:7]([C:16]([C:18]1[C:26]2[C:21](=[CH:22][CH:23]=[CH:24][CH:25]=2)[N:20]([C:27]2[C:36]3[C:31](=[CH:32][CH:33]=[C:34]([C:37]([F:39])([F:38])[F:40])[CH:35]=3)[N:30]=[CH:29][CH:28]=2)[CH:19]=1)=[O:17])[C:6]([NH2:8])=[NH:5], predict the reactants needed to synthesize it. The reactants are: C[O-].[Na+].Cl.[NH2:5][C:6]([NH2:8])=[NH:7].O1CCCC1.Cl.[Cl:15][C:16]([C:18]1[C:26]2[C:21](=[CH:22][CH:23]=[CH:24][CH:25]=2)[N:20]([C:27]2[C:36]3[C:31](=[CH:32][CH:33]=[C:34]([C:37]([F:40])([F:39])[F:38])[CH:35]=3)[N:30]=[CH:29][CH:28]=2)[CH:19]=1)=[O:17]. (3) Given the product [NH2:24][C:17]1[CH:4]=[C:2]([CH3:5])[C:3]([C:7]2[CH:12]=[CH:11][CH:10]=[CH:9][N:8]=2)=[CH:19][C:18]=1[S:20]([NH2:23])(=[O:22])=[O:21], predict the reactants needed to synthesize it. The reactants are: [Li][C:2]([CH3:5])([CH3:4])[CH3:3].Br[C:7]1[CH:12]=[CH:11][CH:10]=[CH:9][N:8]=1.IC1C=C[C:17]([NH2:24])=[C:18]([S:20]([NH2:23])(=[O:22])=[O:21])[CH:19]=1.C(N(CC(O)=O)CC(O)=O)CN(CC(O)=O)CC(O)=O.[OH-].[Na+].